This data is from Forward reaction prediction with 1.9M reactions from USPTO patents (1976-2016). The task is: Predict the product of the given reaction. (1) Given the reactants [CH:1]1[C:10]2[C:5](=[CH:6][CH:7]=[CH:8][CH:9]=2)[CH:4]=[CH:3][C:2]=1[CH2:11][C:12]1[O:16][N:15]=[C:14]([C:17]([OH:19])=O)[CH:13]=1.Cl.[O:21]1[CH2:25][CH2:24][CH:23]([CH2:26][NH2:27])[CH2:22]1.C(N(CC)CC)C.ON1C2C=CC=CC=2N=N1.Cl.C(N=C=NCCCN(C)C)C, predict the reaction product. The product is: [O:21]1[CH2:25][CH2:24][CH:23]([CH2:26][NH:27][C:17]([C:14]2[CH:13]=[C:12]([CH2:11][C:2]3[CH:3]=[CH:4][C:5]4[C:10](=[CH:9][CH:8]=[CH:7][CH:6]=4)[CH:1]=3)[O:16][N:15]=2)=[O:19])[CH2:22]1. (2) Given the reactants [Br:1][C:2]1[CH:3]=[CH:4][C:5](=[O:8])[NH:6][CH:7]=1.[C:9]1(B(O)O)[CH:14]=[CH:13][CH:12]=[CH:11][CH:10]=1.C(N(CC)CC)C.N1C=CC=CC=1, predict the reaction product. The product is: [Br:1][C:2]1[CH:3]=[CH:4][C:5](=[O:8])[N:6]([C:9]2[CH:14]=[CH:13][CH:12]=[CH:11][CH:10]=2)[CH:7]=1. (3) Given the reactants [CH:1]1([CH2:4][N:5]([CH:29]2[CH2:34][CH2:33][O:32][CH2:31][CH2:30]2)[C:6]2[C:7]([O:27][CH3:28])=[N:8][N:9]3[C:13]([C:14]4[C:19]([O:20][CH3:21])=[CH:18][C:17]([CH2:22][O:23][CH3:24])=[CH:16][C:15]=4[O:25][CH3:26])=[CH:12][S:11][C:10]=23)[CH2:3][CH2:2]1.C(OCC)(=O)C.[ClH:41], predict the reaction product. The product is: [ClH:41].[CH:1]1([CH2:4][N:5]([CH:29]2[CH2:34][CH2:33][O:32][CH2:31][CH2:30]2)[C:6]2[C:7]([O:27][CH3:28])=[N:8][N:9]3[C:13]([C:14]4[C:15]([O:25][CH3:26])=[CH:16][C:17]([CH2:22][O:23][CH3:24])=[CH:18][C:19]=4[O:20][CH3:21])=[CH:12][S:11][C:10]=23)[CH2:3][CH2:2]1. (4) Given the reactants Cl[C:2]1[C:11]2[C:6](=[CH:7][C:8]([O:30][CH3:31])=[C:9]([O:12][C@H:13]3[CH2:18][CH2:17][N:16](C(OC(C)(C)C)=O)[C@@H:15]([C:26]([O:28][CH3:29])=[O:27])[CH2:14]3)[CH:10]=2)[N:5]=[CH:4][N:3]=1.[Cl:32][C:33]1[C:34]([F:40])=[C:35]([CH:37]=[CH:38][CH:39]=1)[NH2:36], predict the reaction product. The product is: [Cl:32][C:33]1[C:34]([F:40])=[C:35]([NH:36][C:2]2[C:11]3[C:6](=[CH:7][C:8]([O:30][CH3:31])=[C:9]([O:12][C@H:13]4[CH2:18][CH2:17][NH:16][C@@H:15]([C:26]([O:28][CH3:29])=[O:27])[CH2:14]4)[CH:10]=3)[N:5]=[CH:4][N:3]=2)[CH:37]=[CH:38][CH:39]=1. (5) Given the reactants [CH3:1][S:2]([CH:5]1[CH2:10][CH2:9][N:8]([C:11](OC(C)(C)C)=O)[CH2:7][CH2:6]1)(=[O:4])=[O:3].[ClH:18].[CH2:19]1COCC1, predict the reaction product. The product is: [Cl:18][CH2:19][CH2:11][N:8]1[CH2:7][CH2:6][CH:5]([S:2]([CH3:1])(=[O:3])=[O:4])[CH2:10][CH2:9]1. (6) Given the reactants N[C:2]1[N:7]=[CH:6][C:5]([CH2:8][OH:9])=[CH:4][N:3]=1.N([O-])=O.[Na+].C([O-])([O-])=O.[K+].[K+].[ClH:20], predict the reaction product. The product is: [Cl:20][C:2]1[N:7]=[CH:6][C:5]([CH2:8][OH:9])=[CH:4][N:3]=1.